From a dataset of Full USPTO retrosynthesis dataset with 1.9M reactions from patents (1976-2016). Predict the reactants needed to synthesize the given product. (1) Given the product [OH:8][C:9]1[CH:10]=[CH:11][C:12]([CH2:15][C:16]([CH3:21])([CH3:22])[CH2:17][C:18]([O:20][CH2:25][CH3:26])=[O:19])=[CH:13][CH:14]=1, predict the reactants needed to synthesize it. The reactants are: C([O:8][C:9]1[CH:14]=[CH:13][C:12]([CH2:15][C:16]([CH3:22])([CH3:21])[CH2:17][C:18]([OH:20])=[O:19])=[CH:11][CH:10]=1)C1C=CC=CC=1.Cl.O1CCO[CH2:26][CH2:25]1. (2) Given the product [CH:19]([N:18]1[C:14]([C:12]2[N:13]=[C:6]3[N:7]([CH2:8][CH2:9][O:10][C:4]4[CH:3]=[C:2](/[CH:25]=[CH:24]/[S:26]([NH2:29])(=[O:28])=[O:27])[CH:23]=[CH:22][C:5]=43)[CH:11]=2)=[N:15][CH:16]=[N:17]1)([CH3:21])[CH3:20], predict the reactants needed to synthesize it. The reactants are: Br[C:2]1[CH:23]=[CH:22][C:5]2[C:6]3[N:7]([CH:11]=[C:12]([C:14]4[N:18]([CH:19]([CH3:21])[CH3:20])[N:17]=[CH:16][N:15]=4)[N:13]=3)[CH2:8][CH2:9][O:10][C:4]=2[CH:3]=1.[CH:24]([S:26]([NH2:29])(=[O:28])=[O:27])=[CH2:25].C(N(CC)CC)C.C1(C)C=CC=CC=1P(C1C=CC=CC=1C)C1C=CC=CC=1C. (3) Given the product [NH:2]1[C:9]2[C:8](=[CH:13][CH:12]=[C:11]([N:14]3[CH2:18][CH2:17][N:16]([C:19]4[CH:20]=[N:21][CH:22]=[CH:23][C:24]=4[CH3:25])[C:15]3=[O:26])[CH:10]=2)[CH:7]=[N:6]1, predict the reactants needed to synthesize it. The reactants are: O.[NH2:2]N.CO[N:6]=[CH:7][C:8]1[CH:13]=[CH:12][C:11]([N:14]2[CH2:18][CH2:17][N:16]([C:19]3[CH:20]=[N:21][CH:22]=[CH:23][C:24]=3[CH3:25])[C:15]2=[O:26])=[CH:10][C:9]=1F.CO. (4) Given the product [CH3:1][N:2]([CH2:13][C:14]1[N:18]([CH2:19][CH2:20][CH2:21][N:22]2[CH2:27][CH2:26][NH:25][CH2:24][CH2:23]2)[C:17]2[CH:35]=[CH:36][CH:37]=[CH:38][C:16]=2[N:15]=1)[CH:3]1[C:12]2[N:11]=[CH:10][CH:9]=[CH:8][C:7]=2[CH2:6][CH2:5][CH2:4]1, predict the reactants needed to synthesize it. The reactants are: [CH3:1][N:2]([CH2:13][C:14]1[N:18]([CH2:19][CH2:20][CH2:21][N:22]2[CH2:27][CH2:26][N:25](C(OC(C)(C)C)=O)[CH2:24][CH2:23]2)[C:17]2[CH:35]=[CH:36][CH:37]=[CH:38][C:16]=2[N:15]=1)[CH:3]1[C:12]2[N:11]=[CH:10][CH:9]=[CH:8][C:7]=2[CH2:6][CH2:5][CH2:4]1.CN(CC1N(CC2CCNCC2)C2C=CC=CC=2N=1)C1C2N=CC=CC=2CCC1. (5) Given the product [CH3:19][O:18][C:12](=[O:17])[C:13]([C:14](=[O:15])[CH3:16])=[CH:10][C:9]1[C:4]2=[N:3][O:2][N:1]=[C:5]2[CH:6]=[CH:7][CH:8]=1.[CH:22]([O:15][CH:14]([CH3:16])[CH3:13])([CH3:23])[CH3:21], predict the reactants needed to synthesize it. The reactants are: [N:1]1[O:2][N:3]=[C:4]2[C:9]([CH:10]=O)=[CH:8][CH:7]=[CH:6][C:5]=12.[C:12]([O:18][CH3:19])(=[O:17])[CH2:13][C:14]([CH3:16])=[O:15].N1CC[CH2:23][CH2:22][CH2:21]1. (6) Given the product [CH3:33][O:34][C:35](=[O:49])[C:36]1[CH:41]=[CH:40][CH:39]=[C:38]([N:42]([CH2:43][C:44]2[S:45][CH:46]=[CH:47][CH:48]=2)[C:6]([NH2:10])=[S:12])[CH:37]=1, predict the reactants needed to synthesize it. The reactants are: COC(=O)C1C=CC=[C:6]([NH2:10])C=1.[S:12]1C=CC=C1C=O.C(O[BH-](OC(=O)C)OC(=O)C)(=O)C.[Na+].[CH3:33][O:34][C:35](=[O:49])[C:36]1[CH:41]=[CH:40][CH:39]=[C:38]([NH:42][CH2:43][C:44]2[S:45][CH:46]=[CH:47][CH:48]=2)[CH:37]=1. (7) The reactants are: Cl[C:2]1[CH:7]=[CH:6][C:5]([C:8]2[C:13]3=[N:14][S:15](=[O:19])(=[O:18])[CH2:16][CH2:17][N:12]3[CH:11]=[CH:10][CH:9]=2)=[CH:4][CH:3]=1.C(=O)([O-])[O-].[K+].[K+].[B:26]1([B:26]2[O:30][C:29]([CH3:32])([CH3:31])[C:28]([CH3:34])([CH3:33])[O:27]2)[O:30][C:29]([CH3:32])([CH3:31])[C:28]([CH3:34])([CH3:33])[O:27]1.C1(P(C2CCCCC2)C2CCCCC2)CCCCC1. Given the product [CH3:33][C:28]1([CH3:34])[C:29]([CH3:32])([CH3:31])[O:30][B:26]([C:2]2[CH:7]=[CH:6][C:5]([C:8]3[C:13]4=[N:14][S:15](=[O:19])(=[O:18])[CH2:16][CH2:17][N:12]4[CH:11]=[CH:10][CH:9]=3)=[CH:4][CH:3]=2)[O:27]1, predict the reactants needed to synthesize it.